Task: Predict the product of the given reaction.. Dataset: Forward reaction prediction with 1.9M reactions from USPTO patents (1976-2016) (1) Given the reactants [Cl-:1].[NH3+:2][CH2:3][CH2:4][CH2:5][CH2:6][C:7]([C:9]1[CH:10]=[NH+:11][CH:12]=[CH:13][CH:14]=1)=O.[Cl-].[N:16]1[CH:21]=[CH:20][CH:19]=[C:18]([CH:22]=O)[CH:17]=1.Cl, predict the reaction product. The product is: [ClH:1].[ClH:1].[ClH:1].[N:16]1[CH:21]=[CH:20][CH:19]=[C:18]([C:22]2[C:6](=[CH:7][C:9]3[CH:10]=[N:11][CH:12]=[CH:13][CH:14]=3)[CH2:5][CH2:4][CH2:3][N:2]=2)[CH:17]=1. (2) The product is: [Br:1][C:2]1[C:3]([N:33]2[CH2:34][CH2:36][C@H:39]([CH2:28][OH:29])[CH2:37]2)=[N:4][CH:5]=[C:6]([CH:21]=1)[C:7]([NH:9][C:10]1[CH:15]=[CH:14][C:13]([O:16][C:17]([F:20])([F:19])[F:18])=[CH:12][CH:11]=1)=[O:8]. Given the reactants [Br:1][C:2]1[C:3](Cl)=[N:4][CH:5]=[C:6]([CH:21]=1)[C:7]([NH:9][C:10]1[CH:15]=[CH:14][C:13]([O:16][C:17]([F:20])([F:19])[F:18])=[CH:12][CH:11]=1)=[O:8].C1CNC([CH2:28][OH:29])C1.Cl.CC[N:33]([CH:37]([CH3:39])C)[CH:34]([CH3:36])C, predict the reaction product.